Task: Predict the product of the given reaction.. Dataset: Forward reaction prediction with 1.9M reactions from USPTO patents (1976-2016) The product is: [F:6][C:7]1[CH:12]=[CH:11][C:10]([C:13]2[N:18]=[CH:17][C:16]([CH2:19][CH2:20][CH2:21][O:22][S:2]([CH3:1])(=[O:4])=[O:3])=[CH:15][CH:14]=2)=[CH:9][CH:8]=1. Given the reactants [CH3:1][S:2](Cl)(=[O:4])=[O:3].[F:6][C:7]1[CH:12]=[CH:11][C:10]([C:13]2[N:18]=[CH:17][C:16]([CH2:19][CH2:20][CH2:21][OH:22])=[CH:15][CH:14]=2)=[CH:9][CH:8]=1.C(OC(=O)CCC1C=NC(Br)=CC=1)C.FC1C=CC(B(O)O)=CC=1.C(N(CC)CC)C, predict the reaction product.